From a dataset of Catalyst prediction with 721,799 reactions and 888 catalyst types from USPTO. Predict which catalyst facilitates the given reaction. (1) Reactant: [S:1]1[CH:5]=[CH:4][CH:3]=[C:2]1[C:6]1[CH:11]=[CH:10][N:9]=[C:8]2[N:12]([C@@H:15]3[O:20][C@H:19]([CH2:21][O:22]C(C4C=CC=CC=4)(C4C=CC(OC)=CC=4)C4C=CC(OC)=CC=4)[C@@H:17]([OH:18])[CH2:16]3)[CH:13]=[N:14][C:7]=12.[C:46](OC(=O)C)(=[O:48])[CH3:47].O. Product: [S:1]1[CH:5]=[CH:4][CH:3]=[C:2]1[C:6]1[CH:11]=[CH:10][N:9]=[C:8]2[N:12]([C@@H:15]3[O:20][C@H:19]([CH2:21][OH:22])[C@@H:17]([O:18][C:46](=[O:48])[CH3:47])[CH2:16]3)[CH:13]=[N:14][C:7]=12. The catalyst class is: 17. (2) Reactant: [N:1]1[C:10]2[C:5](=[CH:6][C:7]([NH2:11])=[CH:8][CH:9]=2)[CH:4]=[CH:3][CH:2]=1.[Br-:12].[Br-].[Br-].C([N+](CCCC)(CCCC)CCCC)CCC.C([N+](CCCC)(CCCC)CCCC)CCC.C([N+](CCCC)(CCCC)CCCC)CCC.S([O-])([O-])(=O)=S.[Na+].[Na+]. Product: [Br:12][C:6]1[C:7]([NH2:11])=[CH:8][CH:9]=[C:10]2[C:5]=1[CH:4]=[CH:3][CH:2]=[N:1]2. The catalyst class is: 98. (3) Reactant: O[Li].O.C[O:5][C:6]([C:8]1[CH:9]=[CH:10][C:11]2[O:16][CH2:15][CH2:14][N:13]([CH2:17][CH2:18][CH2:19][O:20][CH3:21])[C:12]=2[CH:22]=1)=[O:7].C1COCC1.Cl. Product: [CH3:21][O:20][CH2:19][CH2:18][CH2:17][N:13]1[C:12]2[CH:22]=[C:8]([C:6]([OH:7])=[O:5])[CH:9]=[CH:10][C:11]=2[O:16][CH2:15][CH2:14]1. The catalyst class is: 24. (4) Reactant: [NH2:1][C:2]1[CH:7]=[CH:6][C:5]([N:8]2[C:16]3[CH:15]=[CH:14][N:13]=[CH:12][C:11]=3[N:10]=[C:9]2[C:17]2[C:18]([NH2:22])=[N:19][O:20][N:21]=2)=[CH:4][CH:3]=1.[CH3:23][N:24]=[C:25]=[O:26]. Product: [NH2:22][C:18]1[C:17]([C:9]2[N:8]([C:5]3[CH:6]=[CH:7][C:2]([NH:1][C:25]([NH:24][CH3:23])=[O:26])=[CH:3][CH:4]=3)[C:16]3[CH:15]=[CH:14][N:13]=[CH:12][C:11]=3[N:10]=2)=[N:21][O:20][N:19]=1. The catalyst class is: 17. (5) Reactant: C([O-])([O-])=O.[Na+].[Na+].[N+:7]([C:10]1[CH:15]=[CH:14][C:13](B(O)O)=[CH:12][CH:11]=1)([O-:9])=[O:8].FC(F)(F)S(O[C:25]1[CH2:30][CH2:29][N:28]([C:31]([O:33][C:34]([CH3:37])([CH3:36])[CH3:35])=[O:32])[CH2:27][CH:26]=1)(=O)=O.[Li+].[Cl-]. Product: [N+:7]([C:10]1[CH:15]=[CH:14][C:13]([C:25]2[CH2:30][CH2:29][N:28]([C:31]([O:33][C:34]([CH3:37])([CH3:36])[CH3:35])=[O:32])[CH2:27][CH:26]=2)=[CH:12][CH:11]=1)([O-:9])=[O:8]. The catalyst class is: 752. (6) Reactant: [F:1][C:2]([F:22])([F:21])[C:3]([C:9]1[CH:14]=[CH:13][C:12]([N:15]2[CH2:20][CH2:19][NH:18][CH2:17][CH2:16]2)=[CH:11][CH:10]=1)([OH:8])[C:4]([F:7])([F:6])[F:5].[Br:23][C:24]1[S:28][C:27]([S:29](Cl)(=[O:31])=[O:30])=[CH:26][CH:25]=1.C(N(CC)CC)C. Product: [Br:23][C:24]1[S:28][C:27]([S:29]([N:18]2[CH2:19][CH2:20][N:15]([C:12]3[CH:11]=[CH:10][C:9]([C:3]([OH:8])([C:4]([F:7])([F:6])[F:5])[C:2]([F:1])([F:21])[F:22])=[CH:14][CH:13]=3)[CH2:16][CH2:17]2)(=[O:31])=[O:30])=[CH:26][CH:25]=1. The catalyst class is: 2. (7) Reactant: Br[C:2]1[CH:7]=[CH:6][C:5]([CH2:8][O:9][C:10]2[C:15]([CH3:16])=[CH:14][CH:13]=[CH:12][C:11]=2[N:17]2[C:21](=[O:22])[N:20]([CH3:23])[N:19]=[N:18]2)=[CH:4][CH:3]=1.C([O-])(=O)C.[K+].[B:29]1([B:29]2[O:33][C:32]([CH3:35])([CH3:34])[C:31]([CH3:37])([CH3:36])[O:30]2)[O:33][C:32]([CH3:35])([CH3:34])[C:31]([CH3:37])([CH3:36])[O:30]1. Product: [CH3:36][C:31]1([CH3:37])[C:32]([CH3:35])([CH3:34])[O:33][B:29]([C:2]2[CH:7]=[CH:6][C:5]([CH2:8][O:9][C:10]3[C:15]([CH3:16])=[CH:14][CH:13]=[CH:12][C:11]=3[N:17]3[C:21](=[O:22])[N:20]([CH3:23])[N:19]=[N:18]3)=[CH:4][CH:3]=2)[O:30]1. The catalyst class is: 16.